Dataset: Forward reaction prediction with 1.9M reactions from USPTO patents (1976-2016). Task: Predict the product of the given reaction. (1) Given the reactants C([O:8][C:9]1[CH:14]=[CH:13][C:12]([S:15]([NH:18][CH2:19][C@H:20]([N:25]2[CH2:30][CH2:29][N:28]([S:31]([CH3:34])(=[O:33])=[O:32])[CH2:27][CH2:26]2)[C:21]([O:23][CH3:24])=[O:22])(=[O:17])=[O:16])=[CH:11][CH:10]=1)C1C=CC=CC=1, predict the reaction product. The product is: [OH:8][C:9]1[CH:14]=[CH:13][C:12]([S:15]([NH:18][CH2:19][C@H:20]([N:25]2[CH2:26][CH2:27][N:28]([S:31]([CH3:34])(=[O:33])=[O:32])[CH2:29][CH2:30]2)[C:21]([O:23][CH3:24])=[O:22])(=[O:16])=[O:17])=[CH:11][CH:10]=1. (2) Given the reactants [CH3:1][C:2]1[N:3]=[CH:4][NH:5][C:6]=1[CH2:7][OH:8].CCN(C(C)C)C(C)C.[CH3:18][Si:19]([CH3:26])([CH3:25])[CH2:20][CH2:21][O:22][CH2:23]Cl, predict the reaction product. The product is: [CH3:1][C:2]1[N:3]([CH2:23][O:22][CH2:21][CH2:20][Si:19]([CH3:26])([CH3:25])[CH3:18])[CH:4]=[N:5][C:6]=1[CH2:7][OH:8].